Dataset: Reaction yield outcomes from USPTO patents with 853,638 reactions. Task: Predict the reaction yield, written as a fraction of the theoretical maximum amount of product (1.0 means a 100% yield; for example, 0.34 means a 34% yield). (1) No catalyst specified. The yield is 0.620. The reactants are [CH3:1][O-:2].[Na+].[CH3:4][O:5][C:6](=[O:15])[C:7]1[C:12](Cl)=[CH:11][C:10](Cl)=[N:9][CH:8]=1.[CH3:16][OH:17]. The product is [CH3:4][O:5][C:6](=[O:15])[C:7]1[C:12]([O:2][CH3:1])=[CH:11][C:10]([O:17][CH3:16])=[N:9][CH:8]=1. (2) The reactants are C([O:5][C:6]([N:8]1[CH2:13][CH:12]=[C:11]([C:14]2[CH:19]=[CH:18][C:17]([N+:20]([O-])=O)=[CH:16][CH:15]=2)[CH2:10][CH2:9]1)=O)(C)(C)C.[CH3:23]CN(CC)CC.C(OC(=O)C)(=O)C. The catalyst is C(Cl)Cl.C(O)(C(F)(F)F)=O. The product is [NH2:20][C:17]1[CH:18]=[CH:19][C:14]([CH:11]2[CH2:12][CH2:13][N:8]([C:6](=[O:5])[CH3:23])[CH2:9][CH2:10]2)=[CH:15][CH:16]=1. The yield is 0.650. (3) The reactants are [CH2:1]1[C:10]2[C:5](=[CH:6][CH:7]=[CH:8][CH:9]=2)[CH2:4][CH2:3][N:2]1[CH2:11][CH2:12][CH2:13][CH2:14][O:15][C:16]1[N:25]=[C:24]2[C:19]([CH2:20][CH2:21][C:22](=[O:26])[NH:23]2)=[CH:18][CH:17]=1.[CH2:27]1C2C=CC=C(C#N)C=2CC[NH:28]1. No catalyst specified. The product is [O:26]=[C:22]1[NH:23][C:24]2[N:25]=[C:16]([O:15][CH2:14][CH2:13][CH2:12][CH2:11][N:2]3[CH2:3][CH2:4][C:5]4[C:6]([C:27]#[N:28])=[CH:7][CH:8]=[CH:9][C:10]=4[CH2:1]3)[CH:17]=[CH:18][C:19]=2[CH2:20][CH2:21]1. The yield is 0.320. (4) The reactants are [C:1]([C:3]1[CH:4]=[C:5]([CH:10]=[CH:11][C:12]=1[OH:13])[C:6]([O:8][CH3:9])=[O:7])#[N:2].Cl[CH2:15]I.C([Zn][CH2:20][CH3:21])C.[NH4+].[Cl-].[NH4+].[OH-]. The catalyst is ClCCCl.CCOC(C)=O. The product is [C:1]([C:3]1[CH:4]=[C:5]([CH:10]=[CH:11][C:12]=1[O:13][CH:20]([CH3:21])[CH3:15])[C:6]([O:8][CH3:9])=[O:7])#[N:2]. The yield is 0.300. (5) The reactants are Cl.[F:2][C:3]1[CH:8]=[C:7]([F:9])[CH:6]=[CH:5][C:4]=1[S:10][CH2:11][CH2:12][CH2:13][O:14]C1CCCCO1. The catalyst is CO. The product is [F:2][C:3]1[CH:8]=[C:7]([F:9])[CH:6]=[CH:5][C:4]=1[S:10][CH2:11][CH2:12][CH2:13][OH:14]. The yield is 0.990. (6) The reactants are [OH-].[Na+].Cl.[N:4]1[CH:9]=[CH:8][CH:7]=[C:6]([S:10](Cl)(=[O:12])=[O:11])[CH:5]=1.[Br:14][C:15]1[CH:23]=[CH:22][CH:21]=[C:20]2[C:16]=1[CH:17]=[CH:18][NH:19]2. The catalyst is S([O-])(O)(=O)=O.C([N+](CCCC)(CCCC)CCCC)CCC. The product is [Br:14][C:15]1[CH:23]=[CH:22][CH:21]=[C:20]2[C:16]=1[CH:17]=[CH:18][N:19]2[S:10]([C:6]1[CH:5]=[N:4][CH:9]=[CH:8][CH:7]=1)(=[O:12])=[O:11]. The yield is 0.950. (7) The reactants are [Al+3].[Cl-].[Cl-].[Cl-].[C:5]1(=[O:11])[O:10][C:8](=[O:9])[CH2:7][CH2:6]1.Cl.[Br:13][C:14]1[CH:19]=[CH:18][CH:17]=[CH:16][CH:15]=1. No catalyst specified. The product is [Br:13][C:14]1[CH:19]=[CH:18][C:17]([C:5](=[O:11])[CH2:6][CH2:7][C:8]([OH:10])=[O:9])=[CH:16][CH:15]=1. The yield is 0.620. (8) The product is [C:1]([C:5]1[CH:9]=[C:8]([NH:10][C:11]([NH:13][C:14]2[CH:19]=[CH:18][C:17]([O:20][C:21]3[CH:26]=[CH:25][N:24]=[C:23]([C:27]4[CH:28]=[N:29][N:30]([CH3:32])[CH:31]=4)[CH:22]=3)=[CH:16][C:15]=2[F:33])=[O:12])[N:7]([C:34]2[CH:35]=[CH:36][C:37]([CH2:38][OH:39])=[CH:43][CH:44]=2)[N:6]=1)([CH3:4])([CH3:2])[CH3:3]. The reactants are [C:1]([C:5]1[CH:9]=[C:8]([NH:10][C:11]([NH:13][C:14]2[CH:19]=[CH:18][C:17]([O:20][C:21]3[CH:26]=[CH:25][N:24]=[C:23]([C:27]4[CH:28]=[N:29][N:30]([CH3:32])[CH:31]=4)[CH:22]=3)=[CH:16][C:15]=2[F:33])=[O:12])[N:7]([C:34]2[CH:44]=[CH:43][C:37]([C:38](OCC)=[O:39])=[CH:36][CH:35]=2)[N:6]=1)([CH3:4])([CH3:3])[CH3:2].[H-].[H-].[H-].[H-].[Li+].[Al+3].C1COCC1.[O-]S([O-])(=O)=O.[Na+].[Na+]. The yield is 0.530. The catalyst is C1COCC1. (9) The reactants are [F:1][C:2]1[CH:7]=[C:6]([CH3:8])[CH:5]=[CH:4][C:3]=1[OH:9].N1C=CN=C1.[CH3:15][CH:16]([Si:18](Cl)([CH:22]([CH3:24])[CH3:23])[CH:19]([CH3:21])[CH3:20])[CH3:17].O. The catalyst is CN(C=O)C. The product is [F:1][C:2]1[CH:7]=[C:6]([CH3:8])[CH:5]=[CH:4][C:3]=1[O:9][Si:18]([CH:22]([CH3:24])[CH3:23])([CH:19]([CH3:21])[CH3:20])[CH:16]([CH3:17])[CH3:15]. The yield is 0.620. (10) The reactants are [CH3:1][O:2][C:3]1[CH:4]=[C:5]([OH:9])[CH:6]=[CH:7][CH:8]=1.[I:10]N1C(=O)CCC1=O.C(OCC)(=O)C.C(OCC)C. The catalyst is CN(C)C=O. The product is [OH:9][C:5]1[CH:6]=[CH:7][C:8]([I:10])=[C:3]([O:2][CH3:1])[CH:4]=1. The yield is 0.140.